This data is from Reaction yield outcomes from USPTO patents with 853,638 reactions. The task is: Predict the reaction yield, written as a fraction of the theoretical maximum amount of product (1.0 means a 100% yield; for example, 0.34 means a 34% yield). (1) The reactants are [F:1][C:2]1[C:3]([F:27])=[C:4]2[O:9][CH2:8][C:7]3([CH2:12][CH2:11][CH2:10]3)[N:6]3[CH:13]=[C:14]([C:22]([O:24][CH2:25][CH3:26])=[O:23])[C:15](=[O:21])[C:16]([C:17]=1[N+:18]([O-])=O)=[C:5]23.[H][H]. The catalyst is CN(C=O)C.[Pd]. The product is [NH2:18][C:17]1[C:16]2[C:15](=[O:21])[C:14]([C:22]([O:24][CH2:25][CH3:26])=[O:23])=[CH:13][N:6]3[C:7]4([CH2:12][CH2:11][CH2:10]4)[CH2:8][O:9][C:4]([C:5]=23)=[C:3]([F:27])[C:2]=1[F:1]. The yield is 0.880. (2) The reactants are FC(F)(F)S(O[C:7]1[CH:24]=[CH:23][C:10]2[CH2:11][CH2:12][N:13]([C:16]([O:18][C:19]([CH3:22])([CH3:21])[CH3:20])=[O:17])[CH2:14][CH2:15][C:9]=2[CH:8]=1)(=O)=O.C1(P(C2C=CC=CC=2)CCCP(C2C=CC=CC=2)C2C=CC=CC=2)C=CC=CC=1.C(N(CC)CC)C. The catalyst is CS(C)=O.CO.C([O-])(=O)C.[Pd+2].C([O-])(=O)C. The product is [CH2:11]1[C:10]2[CH:23]=[CH:24][C:7]([C:16]([O:18][CH3:19])=[O:17])=[CH:8][C:9]=2[CH2:15][CH2:14][N:13]([C:16]([O:18][C:19]([CH3:22])([CH3:21])[CH3:20])=[O:17])[CH2:12]1. The yield is 0.380. (3) The reactants are [N+:1]([C:4]1[CH:12]=[CH:11][CH:10]=[C:9]2[C:5]=1[CH:6]=[N:7][NH:8]2)([O-:3])=[O:2].[OH-].[K+].Br[CH2:16][C:17]1[CH:22]=[CH:21][C:20]([F:23])=[CH:19][C:18]=1[F:24]. The catalyst is CC(C)=O. The product is [F:24][C:18]1[CH:19]=[C:20]([F:23])[CH:21]=[CH:22][C:17]=1[CH2:16][N:8]1[C:9]2[C:5](=[C:4]([N+:1]([O-:3])=[O:2])[CH:12]=[CH:11][CH:10]=2)[CH:6]=[N:7]1. The yield is 0.400. (4) The reactants are OC[C:3]1[CH:4]=[C:5]([CH:19]=[CH:20][C:21]=1[C:22]1[CH:27]=[CH:26][N:25]=[C:24]2[NH:28][C:29]([C:31]3[CH:32]=[N:33][N:34]([CH3:36])[CH:35]=3)=[N:30][C:23]=12)[CH2:6][NH:7][C:8]([C:10]1[O:14][N:13]=[C:12]([C:15]([CH3:18])([CH3:17])[CH3:16])[N:11]=1)=[O:9].[F:37]C1C=C(C2C=CN=C3NC(C4C=NN(C)C=4)=NC=23)C=CC=1CN.C(C1N=C(C(O)=O)ON=1)(C)(C)C.C1CN([P+](Br)(N2CCCC2)N2CCCC2)CC1.F[P-](F)(F)(F)(F)F.CN(C=O)C.CCN(C(C)C)C(C)C. No catalyst specified. The product is [F:37][C:4]1[CH:3]=[C:21]([C:22]2[CH:27]=[CH:26][N:25]=[C:24]3[NH:28][C:29]([C:31]4[CH:32]=[N:33][N:34]([CH3:36])[CH:35]=4)=[N:30][C:23]=23)[CH:20]=[CH:19][C:5]=1[CH2:6][NH:7][C:8]([C:10]1[O:14][N:13]=[C:12]([C:15]([CH3:17])([CH3:18])[CH3:16])[N:11]=1)=[O:9]. The yield is 0.230. (5) The reactants are [CH2:1]([N:3]([CH2:38][CH3:39])[CH2:4][CH2:5][CH2:6][NH:7][C:8]1[N:9]=[C:10]([C:27]2[CH:28]=[C:29]([CH:33]=[C:34]([F:37])[C:35]=2[CH3:36])[C:30](O)=[O:31])[C:11]2[CH:17]=[CH:16][C:15](=[O:18])[N:14]([C:19]3[C:24]([F:25])=[CH:23][CH:22]=[CH:21][C:20]=3[F:26])[C:12]=2[N:13]=1)[CH3:2].[CH3:40][N:41](C(ON1N=NC2C=CC=CC1=2)=[N+](C)C)C.F[P-](F)(F)(F)(F)F.C(N(CC)CC)C.CN. The catalyst is CN(C=O)C.C1COCC1. The product is [CH2:1]([N:3]([CH2:38][CH3:39])[CH2:4][CH2:5][CH2:6][NH:7][C:8]1[N:9]=[C:10]([C:27]2[CH:28]=[C:29]([CH:33]=[C:34]([F:37])[C:35]=2[CH3:36])[C:30]([NH:41][CH3:40])=[O:31])[C:11]2[CH:17]=[CH:16][C:15](=[O:18])[N:14]([C:19]3[C:20]([F:26])=[CH:21][CH:22]=[CH:23][C:24]=3[F:25])[C:12]=2[N:13]=1)[CH3:2]. The yield is 0.315. (6) The yield is 0.750. The catalyst is C(Cl)Cl. The reactants are [CH2:1]([N:5]1[C:13]([N:14]2[CH2:19][CH2:18][NH:17][C@@H:16]([CH3:20])[CH2:15]2)=[N:12][C:11]2[C:6]1=[N:7][C:8]([C:27]1[CH:28]=[N:29][C:30]([NH2:33])=[N:31][CH:32]=1)=[N:9][C:10]=2[N:21]1[CH2:26][CH2:25][O:24][CH2:23][CH2:22]1)[CH:2]([CH3:4])[CH3:3].[O:34]1CCC[CH2:35]1.CN(CCS(O)(=O)=O)C.[OH-].[Na+]. The product is [NH2:33][C:30]1[N:31]=[CH:32][C:27]([C:8]2[N:7]=[C:6]3[C:11]([N:12]=[C:13]([N:14]4[CH2:19][CH2:18][N:17]([CH:35]=[O:34])[C@@H:16]([CH3:20])[CH2:15]4)[N:5]3[CH2:1][CH:2]([CH3:4])[CH3:3])=[C:10]([N:21]3[CH2:26][CH2:25][O:24][CH2:23][CH2:22]3)[N:9]=2)=[CH:28][N:29]=1. (7) The reactants are [Br:1][C:2]1[CH:7]=[CH:6][C:5]([F:8])=[CH:4][C:3]=1[OH:9].[C:10](=O)([O-])[O-].[K+].[K+].S(OC)(OC)(=O)=O. The catalyst is CC(C)=O. The product is [Br:1][C:2]1[CH:7]=[CH:6][C:5]([F:8])=[CH:4][C:3]=1[O:9][CH3:10]. The yield is 1.00.